This data is from Forward reaction prediction with 1.9M reactions from USPTO patents (1976-2016). The task is: Predict the product of the given reaction. Given the reactants [C:1]([N:5]1[C:9](=[O:10])[C:8](Cl)=[C:7]([C:12]2[CH:17]=[CH:16][CH:15]=[CH:14][CH:13]=2)[S:6]1(=[O:19])=[O:18])([CH3:4])([CH3:3])C.[CH3:20][O:21][C:22]1[CH:23]=[C:24]([CH2:30][CH2:31][NH2:32])[CH:25]=[CH:26][C:27]=1[O:28][CH3:29], predict the reaction product. The product is: [CH3:20][O:21][C:22]1[CH:23]=[C:24]([CH2:30][CH2:31][NH:32][C:8]2[C:9](=[O:10])[N:5]([CH:1]([CH3:3])[CH3:4])[S:6](=[O:18])(=[O:19])[C:7]=2[C:12]2[CH:13]=[CH:14][CH:15]=[CH:16][CH:17]=2)[CH:25]=[CH:26][C:27]=1[O:28][CH3:29].